This data is from Reaction yield outcomes from USPTO patents with 853,638 reactions. The task is: Predict the reaction yield, written as a fraction of the theoretical maximum amount of product (1.0 means a 100% yield; for example, 0.34 means a 34% yield). The reactants are [NH2:1][C:2]1[CH:7]=[CH:6][C:5]([C:8]2[C:13]3[C:14]([NH2:17])=[N:15][O:16][C:12]=3[CH:11]=[CH:10][CH:9]=2)=[CH:4][CH:3]=1.[N-:18]=[C:19]=[O:20].[Na+]. The catalyst is CC(O)=O.O. The product is [NH2:17][C:14]1[C:13]2[C:8]([C:5]3[CH:4]=[CH:3][C:2]([NH:1][C:19]([NH2:18])=[O:20])=[CH:7][CH:6]=3)=[CH:9][CH:10]=[CH:11][C:12]=2[O:16][N:15]=1. The yield is 0.650.